From a dataset of Full USPTO retrosynthesis dataset with 1.9M reactions from patents (1976-2016). Predict the reactants needed to synthesize the given product. (1) Given the product [NH2:13][C:4]1[CH:3]=[C:2]([Cl:1])[S:6][C:5]=1[CH2:7][C:8]([O:10][CH2:11][CH3:12])=[O:9], predict the reactants needed to synthesize it. The reactants are: [Cl:1][C:2]1[S:6][C:5]([CH2:7][C:8]([O:10][CH2:11][CH3:12])=[O:9])=[C:4]([N+:13]([O-])=O)[CH:3]=1.[NH4+].[Cl-]. (2) Given the product [F:23][C:24]1[CH:25]=[C:26]([CH:64]=[CH:65][CH:66]=1)[CH2:27][N:28]1[CH:32]=[C:31]([C:33]2[C:41]3[C:36](=[N:37][CH:38]=[C:39]([C:42]4[CH:47]=[CH:46][C:45]([N:48]5[CH2:49][CH2:50][N:51]([S:19]([CH3:18])(=[O:21])=[O:20])[CH2:52][CH2:53]5)=[CH:44][CH:43]=4)[CH:40]=3)[N:35]([S:54]([C:57]3[CH:63]=[CH:62][C:60]([CH3:61])=[CH:59][CH:58]=3)(=[O:55])=[O:56])[CH:34]=2)[CH:30]=[N:29]1, predict the reactants needed to synthesize it. The reactants are: COC1C=CC(B2OC(C)(C)C(C)(C)O2)=CC=1[CH2:18][S:19](N)(=[O:21])=[O:20].[F:23][C:24]1[CH:25]=[C:26]([CH:64]=[CH:65][CH:66]=1)[CH2:27][N:28]1[CH:32]=[C:31]([C:33]2[C:41]3[C:36](=[N:37][CH:38]=[C:39]([C:42]4[CH:47]=[CH:46][C:45]([N:48]5[CH2:53][CH2:52][NH:51][CH2:50][CH2:49]5)=[CH:44][CH:43]=4)[CH:40]=3)[N:35]([S:54]([C:57]3[CH:63]=[CH:62][C:60]([CH3:61])=[CH:59][CH:58]=3)(=[O:56])=[O:55])[CH:34]=2)[CH:30]=[N:29]1.CS(Cl)(=O)=O.C(N(CC)CC)C. (3) Given the product [Cl:1][C:2]1[CH:3]=[C:4]([O:16][CH3:17])[C:5]([NH:8][C:9](=[O:15])[O:10][C:11]([CH3:13])([CH3:14])[CH3:12])=[C:6]([CH:39]([C:38]2[CH:41]=[CH:42][CH:43]=[C:44]([O:45][CH3:46])[C:37]=2[O:36][CH3:35])[OH:40])[CH:7]=1, predict the reactants needed to synthesize it. The reactants are: [Cl:1][C:2]1[CH:7]=[CH:6][C:5]([NH:8][C:9](=[O:15])[O:10][C:11]([CH3:14])([CH3:13])[CH3:12])=[C:4]([O:16][CH3:17])[CH:3]=1.C([Li])(CC)C.C1CCCCC=1.CCCCCC.[CH3:35][O:36][C:37]1[C:44]([O:45][CH3:46])=[CH:43][CH:42]=[CH:41][C:38]=1[CH:39]=[O:40].[Cl-].[NH4+]. (4) Given the product [C:1]([O:9][CH2:10][C:11]1[CH:12]=[N+:13]([O-:26])[C:14]([CH3:17])=[CH:15][CH:16]=1)(=[O:8])[C:2]1[CH:3]=[CH:4][CH:5]=[CH:6][CH:7]=1, predict the reactants needed to synthesize it. The reactants are: [C:1]([O:9][CH2:10][C:11]1[CH:12]=[N:13][C:14]([CH3:17])=[CH:15][CH:16]=1)(=[O:8])[C:2]1[CH:7]=[CH:6][CH:5]=[CH:4][CH:3]=1.ClC1C=CC=C(C(OO)=[O:26])C=1.C(=O)([O-])[O-].[K+].[K+]. (5) Given the product [F:7][C:8]1[C:15]([F:16])=[C:14]([O:17][CH3:18])[CH:13]=[CH:12][C:9]=1[CH2:10][N:25]1[C:24]2[CH:26]=[C:27]([C:29]3[CH:34]=[CH:33][CH:32]=[CH:31][CH:30]=3)[S:28][C:23]=2[C:22](=[O:35])[N:21]([CH:36]2[CH2:41][CH2:40][N:39]([C:42]([O:44][C:45]([CH3:47])([CH3:46])[CH3:48])=[O:43])[CH2:38][CH2:37]2)[C:20]1=[O:19], predict the reactants needed to synthesize it. The reactants are: C(=O)([O-])[O-].[K+].[K+].[F:7][C:8]1[C:15]([F:16])=[C:14]([O:17][CH3:18])[CH:13]=[CH:12][C:9]=1[CH2:10]Br.[O:19]=[C:20]1[NH:25][C:24]2[CH:26]=[C:27]([C:29]3[CH:34]=[CH:33][CH:32]=[CH:31][CH:30]=3)[S:28][C:23]=2[C:22](=[O:35])[N:21]1[CH:36]1[CH2:41][CH2:40][N:39]([C:42]([O:44][C:45]([CH3:48])([CH3:47])[CH3:46])=[O:43])[CH2:38][CH2:37]1. (6) Given the product [F:25][CH:26]([F:35])[C:27]1[N:17]2[CH:18]=[N:19][C:14]([CH2:13][N:9]3[CH:10]=[CH:11][N:12]=[C:8]3[C:3]3[C:2]([F:1])=[CH:7][CH:6]=[CH:5][N:4]=3)=[C:15]([CH2:22][CH2:23][CH3:24])[C:16]2=[N:20][N:21]=1, predict the reactants needed to synthesize it. The reactants are: [F:1][C:2]1[C:3]([C:8]2[N:9]([CH2:13][C:14]3[N:19]=[CH:18][N:17]=[C:16]([NH:20][NH2:21])[C:15]=3[CH2:22][CH2:23][CH3:24])[CH:10]=[CH:11][N:12]=2)=[N:4][CH:5]=[CH:6][CH:7]=1.[F:25][CH:26]([F:35])[C:27](O[C:27](=O)[CH:26]([F:35])[F:25])=O.C([O-])(O)=O.[Na+].